Dataset: Reaction yield outcomes from USPTO patents with 853,638 reactions. Task: Predict the reaction yield, written as a fraction of the theoretical maximum amount of product (1.0 means a 100% yield; for example, 0.34 means a 34% yield). (1) The reactants are [N+:1]([C:4]1[CH:5]=[N:6][CH:7]=[CH:8][C:9]=1[C:10]1[CH2:15][CH2:14][CH2:13][CH:12]([N:16]2[C:24](=[O:25])[C:23]3[C:18](=[CH:19][CH:20]=[CH:21][CH:22]=3)[C:17]2=[O:26])[CH:11]=1)([O-])=O. The catalyst is CC(O)=O.[Fe]. The product is [NH2:1][C:4]1[CH:5]=[N:6][CH:7]=[CH:8][C:9]=1[C:10]1[CH2:15][CH2:14][CH2:13][CH:12]([N:16]2[C:17](=[O:26])[C:18]3[C:23](=[CH:22][CH:21]=[CH:20][CH:19]=3)[C:24]2=[O:25])[CH:11]=1. The yield is 0.960. (2) The reactants are C(NC(C)C)(C)C.C([Li])CCC.[CH2:13]([SnH:17]([CH2:22][CH2:23][CH2:24][CH3:25])[CH2:18][CH2:19][CH2:20][CH3:21])[CH2:14][CH2:15][CH3:16].[CH2:26]=[O:27]. The catalyst is O.O1CCCC1. The product is [CH2:22]([Sn:17]([CH2:26][OH:27])([CH2:13][CH2:14][CH2:15][CH3:16])[CH2:18][CH2:19][CH2:20][CH3:21])[CH2:23][CH2:24][CH3:25]. The yield is 0.800.